From a dataset of NCI-60 drug combinations with 297,098 pairs across 59 cell lines. Regression. Given two drug SMILES strings and cell line genomic features, predict the synergy score measuring deviation from expected non-interaction effect. (1) Drug 1: CC12CCC3C(C1CCC2O)C(CC4=C3C=CC(=C4)O)CCCCCCCCCS(=O)CCCC(C(F)(F)F)(F)F. Drug 2: CC1CCCC2(C(O2)CC(NC(=O)CC(C(C(=O)C(C1O)C)(C)C)O)C(=CC3=CSC(=N3)C)C)C. Cell line: HOP-62. Synergy scores: CSS=40.1, Synergy_ZIP=1.81, Synergy_Bliss=1.10, Synergy_Loewe=-12.2, Synergy_HSA=0.912. (2) Drug 1: C1CC(C1)(C(=O)O)C(=O)O.[NH2-].[NH2-].[Pt+2]. Drug 2: COCCOC1=C(C=C2C(=C1)C(=NC=N2)NC3=CC=CC(=C3)C#C)OCCOC.Cl. Cell line: SF-295. Synergy scores: CSS=16.2, Synergy_ZIP=-3.04, Synergy_Bliss=-0.423, Synergy_Loewe=0.791, Synergy_HSA=-0.169. (3) Drug 1: CS(=O)(=O)C1=CC(=C(C=C1)C(=O)NC2=CC(=C(C=C2)Cl)C3=CC=CC=N3)Cl. Drug 2: C1=NC(=NC(=O)N1C2C(C(C(O2)CO)O)O)N. Cell line: MALME-3M. Synergy scores: CSS=5.04, Synergy_ZIP=0.731, Synergy_Bliss=6.61, Synergy_Loewe=1.16, Synergy_HSA=2.27. (4) Drug 1: CS(=O)(=O)CCNCC1=CC=C(O1)C2=CC3=C(C=C2)N=CN=C3NC4=CC(=C(C=C4)OCC5=CC(=CC=C5)F)Cl. Drug 2: C1CNP(=O)(OC1)N(CCCl)CCCl. Cell line: OVCAR-8. Synergy scores: CSS=3.12, Synergy_ZIP=-0.731, Synergy_Bliss=-0.128, Synergy_Loewe=-8.79, Synergy_HSA=-3.82. (5) Drug 1: CC12CCC(CC1=CCC3C2CCC4(C3CC=C4C5=CN=CC=C5)C)O. Drug 2: CNC(=O)C1=CC=CC=C1SC2=CC3=C(C=C2)C(=NN3)C=CC4=CC=CC=N4. Cell line: HCT-15. Synergy scores: CSS=9.94, Synergy_ZIP=-1.59, Synergy_Bliss=4.21, Synergy_Loewe=0.678, Synergy_HSA=1.44. (6) Drug 1: CC(CN1CC(=O)NC(=O)C1)N2CC(=O)NC(=O)C2. Drug 2: CN1C2=C(C=C(C=C2)N(CCCl)CCCl)N=C1CCCC(=O)O.Cl. Cell line: SF-268. Synergy scores: CSS=13.9, Synergy_ZIP=-4.59, Synergy_Bliss=4.48, Synergy_Loewe=0.882, Synergy_HSA=1.84.